From a dataset of Full USPTO retrosynthesis dataset with 1.9M reactions from patents (1976-2016). Predict the reactants needed to synthesize the given product. (1) Given the product [CH2:1]([O:8][C:9]1[CH:13]=[C:12]([CH:14]([CH3:15])[CH3:16])[S:11][C:10]=1[C:17]([C:28]1[CH:29]=[CH:30][C:25]([O:24][CH3:23])=[CH:26][CH:27]=1)=[O:18])[C:2]1[CH:3]=[CH:4][CH:5]=[CH:6][CH:7]=1, predict the reactants needed to synthesize it. The reactants are: [CH2:1]([O:8][C:9]1[CH:13]=[C:12]([CH:14]([CH3:16])[CH3:15])[S:11][C:10]=1[C:17](N(OC)C)=[O:18])[C:2]1[CH:7]=[CH:6][CH:5]=[CH:4][CH:3]=1.[CH3:23][O:24][C:25]1[CH:30]=[CH:29][C:28]([Mg]Br)=[CH:27][CH:26]=1. (2) Given the product [F:1][C:2]([F:26])([F:25])[CH2:3][NH:4][C:5]([C:7]1([CH2:20][CH2:21][CH2:22][CH2:23][N:41]2[CH2:42][CH2:43][N:38]([C:32]3[CH:31]=[N:30][C:29]4[C:34](=[CH:35][CH:36]=[CH:37][C:28]=4[Cl:27])[N:33]=3)[CH2:39][CH2:40]2)[C:19]2[CH:18]=[CH:17][CH:16]=[CH:15][C:14]=2[C:13]2[C:8]1=[CH:9][CH:10]=[CH:11][CH:12]=2)=[O:6], predict the reactants needed to synthesize it. The reactants are: [F:1][C:2]([F:26])([F:25])[CH2:3][NH:4][C:5]([C:7]1([CH2:20][CH2:21][CH2:22][CH2:23]Br)[C:19]2[CH:18]=[CH:17][CH:16]=[CH:15][C:14]=2[C:13]2[C:8]1=[CH:9][CH:10]=[CH:11][CH:12]=2)=[O:6].[Cl:27][C:28]1[CH:37]=[CH:36][CH:35]=[C:34]2[C:29]=1[N:30]=[CH:31][C:32]([N:38]1[CH2:43][CH2:42][NH:41][CH2:40][CH2:39]1)=[N:33]2. (3) Given the product [O:32]1[CH2:33][CH2:34][C:30]([C:27]2[CH:26]=[CH:25][C:24]([C:7]3[CH:6]=[CH:5][C:4]([N:9]4[CH2:13][C@H:12]([CH2:14][N:15]5[CH:19]=[C:18]([CH3:20])[N:17]=[N:16]5)[O:11][C:10]4=[O:21])=[CH:3][C:2]=3[F:1])=[CH:29][CH:28]=2)=[N:31]1, predict the reactants needed to synthesize it. The reactants are: [F:1][C:2]1[CH:3]=[C:4]([N:9]2[CH2:13][C@H:12]([CH2:14][N:15]3[CH:19]=[C:18]([CH3:20])[N:17]=[N:16]3)[O:11][C:10]2=[O:21])[CH:5]=[CH:6][C:7]=1I.C[Sn](C)(C)[C:24]1[CH:29]=[CH:28][C:27]([C:30]2[CH2:34][CH2:33][O:32][N:31]=2)=[CH:26][CH:25]=1. (4) Given the product [CH:1]1([NH:4][C:6](=[O:5])[C:9]([Cl:15])=[N:11][OH:13])[CH2:3][CH2:2]1, predict the reactants needed to synthesize it. The reactants are: [CH:1]1([NH2:4])[CH2:3][CH2:2]1.[CH2:5]=[C:6]1[O:9]C(=O)C1.[N:11]([O-:13])=O.[Na+].[ClH:15].ClCl.